This data is from NCI-60 drug combinations with 297,098 pairs across 59 cell lines. The task is: Regression. Given two drug SMILES strings and cell line genomic features, predict the synergy score measuring deviation from expected non-interaction effect. (1) Drug 1: C1CCC(C1)C(CC#N)N2C=C(C=N2)C3=C4C=CNC4=NC=N3. Drug 2: CC1=C2C(C(=O)C3(C(CC4C(C3C(C(C2(C)C)(CC1OC(=O)C(C(C5=CC=CC=C5)NC(=O)OC(C)(C)C)O)O)OC(=O)C6=CC=CC=C6)(CO4)OC(=O)C)O)C)O. Cell line: HS 578T. Synergy scores: CSS=48.2, Synergy_ZIP=8.89, Synergy_Bliss=11.6, Synergy_Loewe=-22.3, Synergy_HSA=7.15. (2) Drug 1: CC(C1=C(C=CC(=C1Cl)F)Cl)OC2=C(N=CC(=C2)C3=CN(N=C3)C4CCNCC4)N. Drug 2: CC12CCC(CC1=CCC3C2CCC4(C3CC=C4C5=CN=CC=C5)C)O. Cell line: HT29. Synergy scores: CSS=13.0, Synergy_ZIP=-0.870, Synergy_Bliss=3.16, Synergy_Loewe=-0.283, Synergy_HSA=2.21. (3) Synergy scores: CSS=12.1, Synergy_ZIP=-3.85, Synergy_Bliss=-0.116, Synergy_Loewe=-11.1, Synergy_HSA=-0.826. Drug 1: CC1C(C(CC(O1)OC2CC(CC3=C2C(=C4C(=C3O)C(=O)C5=C(C4=O)C(=CC=C5)OC)O)(C(=O)C)O)N)O.Cl. Drug 2: C1CCC(CC1)NC(=O)N(CCCl)N=O. Cell line: M14.